From a dataset of Full USPTO retrosynthesis dataset with 1.9M reactions from patents (1976-2016). Predict the reactants needed to synthesize the given product. (1) Given the product [O:49]1[CH2:54][CH2:53][CH:52]([CH2:55][NH:56][C:13]([C:10]2[CH:9]=[C:8]([CH2:7][O:6][CH2:5][C:4]3[CH:16]=[CH:17][C:18]([Cl:19])=[C:2]([Cl:1])[CH:3]=3)[O:12][N:11]=2)=[O:15])[CH2:51][CH2:50]1, predict the reactants needed to synthesize it. The reactants are: [Cl:1][C:2]1[CH:3]=[C:4]([CH:16]=[CH:17][C:18]=1[Cl:19])[CH2:5][O:6][CH2:7][C:8]1[O:12][N:11]=[C:10]([C:13]([OH:15])=O)[CH:9]=1.C(N(CC)CC)C.Cl.C(N=C=NCCCN(C)C)C.ON1C2C=CC=CC=2N=N1.[O:49]1[CH2:54][CH2:53][CH:52]([CH2:55][NH2:56])[CH2:51][CH2:50]1. (2) Given the product [C:16]([O:20][C:21]([N:23]1[CH2:28][CH2:27][N:26]([C:2]2[N:6]([C:7]3[CH:12]=[CH:11][CH:10]=[CH:9][CH:8]=3)[N:5]=[C:4]([CH3:13])[C:3]=2[CH:14]=[O:15])[CH2:25][CH2:24]1)=[O:22])([CH3:19])([CH3:17])[CH3:18], predict the reactants needed to synthesize it. The reactants are: Cl[C:2]1[N:6]([C:7]2[CH:12]=[CH:11][CH:10]=[CH:9][CH:8]=2)[N:5]=[C:4]([CH3:13])[C:3]=1[CH:14]=[O:15].[C:16]([O:20][C:21]([N:23]1[CH2:28][CH2:27][NH:26][CH2:25][CH2:24]1)=[O:22])([CH3:19])([CH3:18])[CH3:17]. (3) Given the product [OH:1][C:2]([CH3:28])([CH3:27])[CH2:3][N:4]1[C:8]([CH3:9])=[C:7]([C:10]([OH:12])=[O:11])[C:6](=[O:20])[N:5]1[C:21]1[CH:26]=[CH:25][CH:24]=[CH:23][CH:22]=1, predict the reactants needed to synthesize it. The reactants are: [OH:1][C:2]([CH3:28])([CH3:27])[CH2:3][N:4]1[C:8]([CH3:9])=[C:7]([C:10]([O:12]CC2C=CC=CC=2)=[O:11])[C:6](=[O:20])[N:5]1[C:21]1[CH:26]=[CH:25][CH:24]=[CH:23][CH:22]=1.[H][H]. (4) Given the product [C:68]([C:67]1[CH:70]=[CH:71][C:64]([NH:63][C:30]([CH:20]2[NH:19][CH:18]([CH2:33][C:34]([CH3:36])([CH3:37])[CH3:35])[C:17]3([C:12]4[C:13](=[CH:14][C:9]([Cl:8])=[CH:10][CH:11]=4)[NH:15][C:16]3=[O:38])[CH:21]2[C:22]2[CH:27]=[CH:26][CH:25]=[C:24]([Cl:28])[C:23]=2[F:29])=[O:31])=[C:65]([O:72][C:73]([F:74])([F:75])[F:76])[CH:66]=1)#[N:69], predict the reactants needed to synthesize it. The reactants are: FC(F)(F)C(O)=O.[Cl:8][C:9]1[CH:14]=[C:13]2[NH:15][C:16](=[O:38])[C:17]3([CH:21]([C:22]4[CH:27]=[CH:26][CH:25]=[C:24]([Cl:28])[C:23]=4[F:29])[CH:20]([C:30](O)=[O:31])[NH:19][CH:18]3[CH2:33][C:34]([CH3:37])([CH3:36])[CH3:35])[C:12]2=[CH:11][CH:10]=1.C(N(C(C)C)CC)(C)C.C1(P(Cl)(C2C=CC=CC=2)=O)C=CC=CC=1.[NH2:63][C:64]1[CH:71]=[CH:70][C:67]([C:68]#[N:69])=[CH:66][C:65]=1[O:72][C:73]([F:76])([F:75])[F:74]. (5) Given the product [N:1]1[CH:6]=[CH:5][C:4]([CH:7]([NH2:10])[CH2:8][CH3:9])=[N:3][CH:2]=1, predict the reactants needed to synthesize it. The reactants are: [N:1]1[CH:6]=[CH:5][C:4]([CH:7]([N:10]2C(=O)C3C(=CC=CC=3)C2=O)[CH2:8][CH3:9])=[N:3][CH:2]=1.O.NN.